This data is from Forward reaction prediction with 1.9M reactions from USPTO patents (1976-2016). The task is: Predict the product of the given reaction. (1) Given the reactants C(OC([N:8](C(OC(C)(C)C)=O)[C:9]1[N:10]=[CH:11][CH:12]=[C:13]2[CH:17]=[C:16](B(O)O)[O:15][C:14]=12)=O)(C)(C)C.Br[C:29]1[C:37]2[C:32](=[CH:33][N:34]=[N:35][CH:36]=2)[S:31][CH:30]=1.C(=O)([O-])[O-].[K+].[K+].Cl.C(=O)(O)[O-].[Na+], predict the reaction product. The product is: [S:31]1[C:32]2=[CH:33][N:34]=[N:35][CH:36]=[C:37]2[C:29]([C:16]2[O:15][C:14]3=[C:9]([NH2:8])[N:10]=[CH:11][CH:12]=[C:13]3[CH:17]=2)=[CH:30]1. (2) Given the reactants Cl[C:2]1[N:7]=[C:6]([CH:8]([CH:11]2[N:15]([CH2:16][CH3:17])[C:14]3[CH:18]=[CH:19][CH:20]=[CH:21][C:13]=3[NH:12]2)[C:9]#[N:10])[CH:5]=[CH:4][N:3]=1.[NH2:22][CH:23]([CH2:25][CH2:26][CH3:27])[CH3:24], predict the reaction product. The product is: [CH2:16]([N:15]1[C:14]2[CH:18]=[CH:19][CH:20]=[CH:21][C:13]=2[N:12]=[C:11]1[CH:8]([C:6]1[CH:5]=[CH:4][N:3]=[C:2]([NH:22][CH:23]([CH3:24])[CH2:25][CH2:26][CH3:27])[N:7]=1)[C:9]#[N:10])[CH3:17]. (3) Given the reactants [CH2:1]([O:8][C:9](=[O:27])[C@@H:10]([C:23]([CH3:26])([CH3:25])[CH3:24])[NH:11][S:12]([C:15]1[CH:20]=[CH:19][CH:18]=[C:17]([O:21][CH3:22])[CH:16]=1)(=[O:14])=[O:13])[C:2]1[CH:7]=[CH:6][CH:5]=[CH:4][CH:3]=1.C([O-])([O-])=O.[K+].[K+].I[CH2:35][CH2:36][CH:37]([CH3:39])[CH3:38].Cl, predict the reaction product. The product is: [CH2:1]([O:8][C:9](=[O:27])[C@@H:10]([C:23]([CH3:24])([CH3:26])[CH3:25])[N:11]([CH2:35][CH2:36][CH:37]([CH3:39])[CH3:38])[S:12]([C:15]1[CH:20]=[CH:19][CH:18]=[C:17]([O:21][CH3:22])[CH:16]=1)(=[O:14])=[O:13])[C:2]1[CH:3]=[CH:4][CH:5]=[CH:6][CH:7]=1. (4) Given the reactants Br[C:2]1[CH:7]=[CH:6][CH:5]=[C:4]([O:8][CH3:9])[N:3]=1.C([Li])CCC.CN(C)[CH:17]=[O:18].[BH4-].[Na+], predict the reaction product. The product is: [CH3:9][O:8][C:4]1[N:3]=[C:2]([CH2:17][OH:18])[CH:7]=[CH:6][CH:5]=1. (5) Given the reactants C(NCC)C.[C:6]([O:9][CH2:10][CH:11]([C:17]1[N:18]=[C:19]([NH:22]C(OCC=C)=O)[S:20][CH:21]=1)[CH2:12][O:13][C:14](=[O:16])[CH3:15])(=[O:8])[CH3:7], predict the reaction product. The product is: [C:14]([O:13][CH2:12][CH:11]([C:17]1[N:18]=[C:19]([NH2:22])[S:20][CH:21]=1)[CH2:10][O:9][C:6](=[O:8])[CH3:7])(=[O:16])[CH3:15]. (6) Given the reactants [F:1][C:2]1[CH:7]=[C:6]([NH:8][C:9](OCC2C=CC=CC=2)=O)[CH:5]=[CH:4][C:3]=1[C:19]1[CH2:20][CH2:21][S:22][CH2:23][CH:24]=1.C([Li])CCC.[C:30]([O:35][CH2:36][C@@H:37]1[O:39]C1)(=[O:34])CCC.C(=O)(O)[O-].[Na+], predict the reaction product. The product is: [S:22]1[CH2:21][CH:20]=[C:19]([C:3]2[CH:4]=[CH:5][C:6]([N:8]3[CH2:9][C@H:36]([CH2:37][OH:39])[O:35][C:30]3=[O:34])=[CH:7][C:2]=2[F:1])[CH2:24][CH2:23]1.